This data is from Forward reaction prediction with 1.9M reactions from USPTO patents (1976-2016). The task is: Predict the product of the given reaction. (1) Given the reactants [F:1][C:2]1[C:3]2[N:4]([CH:12]=[CH:13][N:14]=2)[CH:5]=[CH:6][C:7]=1[C:8]([OH:11])([CH3:10])[CH3:9].[Br:15][C:16]1[CH:21]=[CH:20][CH:19]=[C:18](Br)[N:17]=1.C([O-])([O-])=O.[Cs+].[Cs+], predict the reaction product. The product is: [Br:15][C:16]1[N:17]=[C:18]([C:12]2[N:4]3[CH:5]=[CH:6][C:7]([C:8]([OH:11])([CH3:10])[CH3:9])=[C:2]([F:1])[C:3]3=[N:14][CH:13]=2)[CH:19]=[CH:20][CH:21]=1. (2) Given the reactants [OH:1][C:2]1[CH:7]=[CH:6][C:5]([C:8]2[CH:12]=[C:11]([C:13]([NH2:15])=[O:14])[O:10][N:9]=2)=[CH:4][CH:3]=1.C([O-])([O-])=O.[K+].[K+].[I:22][C:23]1[CH:30]=[CH:29][CH:28]=[CH:27][C:24]=1[CH2:25]Cl, predict the reaction product. The product is: [I:22][C:23]1[CH:30]=[CH:29][CH:28]=[CH:27][C:24]=1[CH2:25][O:1][C:2]1[CH:3]=[CH:4][C:5]([C:8]2[CH:12]=[C:11]([C:13]([NH2:15])=[O:14])[O:10][N:9]=2)=[CH:6][CH:7]=1. (3) Given the reactants [CH3:1][N:2]([CH3:23])[C:3]([C:5]1[CH:6]=[C:7]([O:15][CH2:16][C:17]2[CH:22]=[CH:21][CH:20]=[CH:19][CH:18]=2)[C:8]2[N:12]=[C:11]([CH3:13])[NH:10][C:9]=2[CH:14]=1)=[O:4].[H-].[Na+].[CH3:26][C:27]1[CH:32]=[CH:31][C:30]([S:33](Cl)(=[O:35])=[O:34])=[CH:29][CH:28]=1.O, predict the reaction product. The product is: [CH3:23][N:2]([CH3:1])[C:3]([C:5]1[CH:6]=[C:7]([O:15][CH2:16][C:17]2[CH:22]=[CH:21][CH:20]=[CH:19][CH:18]=2)[C:8]2[N:12]=[C:11]([CH3:13])[N:10]([S:33]([C:30]3[CH:31]=[CH:32][C:27]([CH3:26])=[CH:28][CH:29]=3)(=[O:35])=[O:34])[C:9]=2[CH:14]=1)=[O:4]. (4) Given the reactants [Cl:1][C:2]1[CH:3]=[C:4]2[C:9](=[CH:10][CH:11]=1)[C:8]1([CH2:14][CH2:13][CH2:12]1)[C:7](=[O:15])[C:6]([C:16]([NH:18][CH2:19][C:20]([O:22]C(C)(C)C)=[O:21])=[O:17])=[C:5]2[OH:27].C(O)(C(F)(F)F)=O, predict the reaction product. The product is: [Cl:1][C:2]1[CH:3]=[C:4]2[C:9](=[CH:10][CH:11]=1)[C:8]1([CH2:12][CH2:13][CH2:14]1)[C:7](=[O:15])[C:6]([C:16]([NH:18][CH2:19][C:20]([OH:22])=[O:21])=[O:17])=[C:5]2[OH:27]. (5) Given the reactants [Br:1][C:2]1[C:3]([N:20]2[CH2:25][CH2:24][N:23](C(NC3C=CC=CC=3)=O)[CH2:22][CH2:21]2)=[C:4]2[N:10]=[C:9]([C:11]3[CH:16]=[CH:15][C:14]([N:17]([CH3:19])C)=CC=3)[NH:8][C:5]2=[N:6][CH:7]=1.NC1C([N+]([O-])=O)=C(N2CCN([CH2:51][C:52]([NH:54][C:55]3[S:56][CH:57]=[CH:58][N:59]=3)=[O:53])CC2)C(Br)=CN=1.[O-]S(S([O-])=O)=O.[Na+].[Na+].N1C=CC=C(C=O)C=1, predict the reaction product. The product is: [Br:1][C:2]1[C:3]([N:20]2[CH2:25][CH2:24][N:23]([CH2:51][C:52]([NH:54][C:55]3[S:56][CH:57]=[CH:58][N:59]=3)=[O:53])[CH2:22][CH2:21]2)=[C:4]2[N:10]=[C:9]([C:11]3[CH:19]=[N:17][CH:14]=[CH:15][CH:16]=3)[NH:8][C:5]2=[N:6][CH:7]=1. (6) Given the reactants COCCOC.CC([O-])(C)C.[K+].ClC1C=CC=CC=1C([C-:18]1[CH:22]=[CH:21][CH:20]=[CH:19]1)=O.[CH-:27]1[CH:31]=[CH:30][CH:29]=[CH:28]1.[Fe+2:32], predict the reaction product. The product is: [CH-:18]1[CH:22]=[CH:21][CH:20]=[CH:19]1.[CH-:27]1[CH:31]=[CH:30][CH:29]=[CH:28]1.[Fe+2:32]. (7) Given the reactants [C:1]([O:5][C:6](=[O:13])[NH:7][N:8]1[CH:12]=[CH:11][CH:10]=[CH:9]1)([CH3:4])([CH3:3])[CH3:2].[F:14][C:15]1[CH:22]=[CH:21][C:18]([CH2:19]Br)=[CH:17][CH:16]=1.[H-].[Na+], predict the reaction product. The product is: [C:1]([O:5][C:6](=[O:13])[N:7]([CH2:19][C:18]1[CH:21]=[CH:22][C:15]([F:14])=[CH:16][CH:17]=1)[N:8]1[CH:12]=[CH:11][CH:10]=[CH:9]1)([CH3:4])([CH3:2])[CH3:3].